From a dataset of Full USPTO retrosynthesis dataset with 1.9M reactions from patents (1976-2016). Predict the reactants needed to synthesize the given product. Given the product [Cl:31][C:32]1[CH:33]=[C:34]([S:38]([NH:10][C:9]2[CH:8]=[C:7]([CH3:11])[N:6]=[C:5]3[S:12][C:2]([CH3:1])=[C:3]([C:13]4[CH:18]=[CH:17][CH:16]=[C:15]([O:19][CH3:20])[CH:14]=4)[C:4]=23)(=[O:40])=[O:39])[CH:35]=[CH:36][CH:37]=1, predict the reactants needed to synthesize it. The reactants are: [CH3:1][C:2]1[S:12][C:5]2[N:6]=[C:7]([CH3:11])[CH:8]=[C:9]([NH2:10])[C:4]=2[C:3]=1[C:13]1[CH:18]=[CH:17][CH:16]=[C:15]([O:19][CH3:20])[CH:14]=1.[Li+].C[Si]([N-][Si](C)(C)C)(C)C.[Cl:31][C:32]1[CH:33]=[C:34]([S:38](Cl)(=[O:40])=[O:39])[CH:35]=[CH:36][CH:37]=1.C(OCC)C.